Dataset: Human Reference Interactome with 51,813 positive PPI pairs across 8,248 proteins, plus equal number of experimentally-validated negative pairs. Task: Binary Classification. Given two protein amino acid sequences, predict whether they physically interact or not. (1) Protein 1 (ENSG00000166971) has sequence MNPFWSMSTSSVRKRSEGEEKTLTGDVKTSPPRTAPKKQLPSIPKNALPITKPTSPAPAAQSTNGTHASYGPFYLEYSLLAEFTLVVKQKLPGVYVQPSYRSALMWFGVIFIRHGLYQDGVFKFTVYIPDNYPDGDCPRLVFDIPVFHPLVDPTSGELDVKRAFAKWRRNHNHIWQVLMYARRVFYKIDTASPLNPEAAVLYEKDIQLFKSKVVDSVKVCTARLFDQPKIEDPYAISFSPWNPSVHDEAREKMLTQKKKPEEQHNKSVHVAGLSWVKPGSVQPFSKEEKTVAT*MNPFWS.... Protein 2 (ENSG00000121671) has sequence MPAPPGRTHTWFLLQSLEDLDTSLRKLNSRLFVVRGQPADVFPRLFKEWGVTRLTFEYDSEPFGKERDAAIMKMAKEAGVEVVTENSHTLYDLDRIIELNGQKPPLTYKRFQAIISRMELPKKPVGLVTSQQMESCRAEIQENHDETYGVPSLEELGFPTEGLGPAVWQGGETEALARLDKHLERKAWVANYERPRMNANSLLASPTGLSPYLRFGCLSCRLFYYRLWDLYKKVKRNSTPPLSLFGQLLWREFFYTAATNNPRFDRMEGNPICIQIPWDRNPEALAKWAEGKTGFPWIDA.... Result: 0 (the proteins do not interact). (2) Protein 1 (ENSG00000142765) has sequence MPQRGHPSQEGLWALPSLPMAHGPKPETEGLLDLSFLTEEEQEAIAGVLQRDARLRQLEEGRVSKLRASVADPGQLKILTGDWFQEARSQRHHNAHFGSDLVRASMRRKKSTRGDQAPGHDREAEAAVKEKEEGPEPRLTIDEAPQERLRETEASDPEEASQAQEDPGQGDQQVCAEEADPELEPASGGEQEPRPQQAQTKAASQILENGEEAPGPDPSLDRMLSSSSSVSSLNSSTLSGSQMSLSGDAEAVQVRGSVHFALHYEPGAAELRVHVIQCQGLAAARRRRSDPYVKSYLLPD.... Protein 2 (ENSG00000277149) has sequence MDPSADTWDLSSPLISLWINRFYIYLGFAVSISLWICVQIVIEMQGFATVLAEAVTSLDLPVAIINLKEYDPDDHLIEEVGKNVDKWLWMLGVHRVMSRGEGDCDVVKSKHGSIEANFRAWKTKFISQLQALQKGERKKSCGGHCKKGKCESHQHGSEEREEGSQEQDELHHRDTKEEEPFESSSEEEFGGEDHQSLNSIVDVEDLGKIMDHVKKEKREKEQQEEKSGLFRNMGRNEDGERRAMITPALREALTKQVDAPRERSLLQTHILWNESHRCMETTPSLACANKCVFCWWHHNN.... Result: 0 (the proteins do not interact). (3) Protein 1 (ENSG00000134389) has sequence MLLLFSVILISWVSTVGGEGTLCDFPKIHHGFLYDEEDYNPFSQVPTGEVFYYSCEYNFVSPSKSFWTRITCTEEGWSPTPKCLRMCSFPFVKNGHSESSGLIHLEGDTVQIICNTGYSLQNNEKNISCVERGWSTPPICSFTKGECHVPILEANVDAQPKKESYKVGDVLKFSCRKNLIRVGSDSVQCYQFGWSPNFPTCKGQVRSCGPPPQLSNGEVKEIRKEEYGHNEVVEYDCNPNFIINGPKKIQCVDGEWTTLPTCVEQVKTCGYIPELEYGYVQPSVPPYQHGVSVEVNCRNE.... Protein 2 (ENSG00000152147) has sequence MSEWMKKGPLEWQDYIYKEVRVTASEKNEYKGWVLTTDPVSANIVLVNFLEDGSMSVTGIMGHAVQTVETMNEGDHRVREKLMHLFTSGDCKAYSPEDLEERKNSLKKWLEKNHIPITEQGDAPRTLCVAGVLTIDPPYGPENCSSSNEIILSRVQDLIEGHLTASQ*MSEWMKKGPLEWQDYIYKEVRVTASEKNEYKGWVLTTDPVSAKVLLSPRLECSGEISALCNLHLAGSSDSPALASRVAGTTGICHHVWLIFVFFVETGLRHVAQYCPCELP*MSEWMKKGPLEWQDYIYKEV.... Result: 0 (the proteins do not interact).